This data is from Catalyst prediction with 721,799 reactions and 888 catalyst types from USPTO. The task is: Predict which catalyst facilitates the given reaction. (1) Reactant: [CH3:1][C:2]1([CH3:20])[CH2:7][CH:6]([NH:8][C:9]2[C:14]([C:15]#[N:16])=[CH:13][N:12]=[C:11](Cl)[N:10]=2)[CH2:5][C:4]([CH3:19])([CH3:18])[NH:3]1.[CH:21]1([C:24]2[C:29]([N:30]3[CH:34]=[N:33][N:32]=[N:31]3)=[CH:28][C:27]([NH2:35])=[C:26]([F:36])[CH:25]=2)[CH2:23][CH2:22]1.O.C1(C)C=CC(S(O)(=O)=O)=CC=1.FC1C(NC2CC(C)(C)NC(C)(C)C2)=NC(OC(C)C)=NC=1. Product: [CH3:1][C:2]1([CH3:20])[CH2:7][CH:6]([NH:8][C:9]2[C:14]([C:15]#[N:16])=[CH:13][N:12]=[C:11]([NH:35][C:27]3[CH:28]=[C:29]([N:30]4[CH:34]=[N:33][N:32]=[N:31]4)[C:24]([CH:21]4[CH2:22][CH2:23]4)=[CH:25][C:26]=3[F:36])[N:10]=2)[CH2:5][C:4]([CH3:19])([CH3:18])[NH:3]1. The catalyst class is: 41. (2) Reactant: [OH:1][C:2]1[CH:3]=[C:4]([CH:7]=[C:8]([CH:10]([CH3:12])[CH3:11])[CH:9]=1)[CH:5]=[O:6].[CH3:13][C:14](OC(C)=O)=[O:15]. Product: [C:14]([O:1][C:2]1[CH:9]=[C:8]([CH:10]([CH3:12])[CH3:11])[CH:7]=[C:4]([CH:5]=[O:6])[CH:3]=1)(=[O:15])[CH3:13]. The catalyst class is: 17. (3) Reactant: [O:1]1[C:5]2[CH:6]=[CH:7][C:8]([CH2:10][C:11]([OH:13])=[O:12])=[CH:9][C:4]=2[O:3][CH2:2]1.[Li+].C[Si]([N-][Si](C)(C)C)(C)C.I[CH2:25][CH:26]([CH3:28])[CH3:27]. Product: [O:1]1[C:5]2[CH:6]=[CH:7][C:8]([CH:10]([CH2:25][CH:26]([CH3:28])[CH3:27])[C:11]([OH:13])=[O:12])=[CH:9][C:4]=2[O:3][CH2:2]1. The catalyst class is: 1. (4) Reactant: S(C)C.[CH3:4][C:5]1[CH:6]=[C:7]2[C:11](=[CH:12][CH:13]=1)[C:10](=[O:14])[CH:9]=[C:8]2[C:15]1[CH:20]=[CH:19][CH:18]=[CH:17][CH:16]=1.CO. Product: [CH3:4][C:5]1[CH:6]=[C:7]2[C:11](=[CH:12][CH:13]=1)[C@@H:10]([OH:14])[CH:9]=[C:8]2[C:15]1[CH:20]=[CH:19][CH:18]=[CH:17][CH:16]=1. The catalyst class is: 1. (5) Reactant: C(N(CC1CC1)C1C=CC(OC2C=C(C=C(OC(C)C)C=2)C(N[C:16]2[CH:25]=[CH:24][C:19]([C:20]([O:22]C)=[O:21])=[CH:18][N:17]=2)=O)=CC=1)(=O)C.[OH-].[Na+].Cl. Product: [C:20]([OH:22])(=[O:21])[C:19]1[CH:24]=[CH:25][CH:16]=[N:17][CH:18]=1. The catalyst class is: 12. (6) Reactant: [Si:1]([O:8][CH2:9][CH:10]1[C:12]2([CH2:17][CH2:16][N:15]([C:18]([O:20][C:21]([CH3:24])([CH3:23])[CH3:22])=[O:19])[CH2:14][CH2:13]2)[O:11]1)([C:4]([CH3:7])([CH3:6])[CH3:5])([CH3:3])[CH3:2].[Cl-].[NH4+].[N-:27]=[N+:28]=[N-:29].[Na+]. Product: [N:27]([CH:10]([C:12]1([OH:11])[CH2:17][CH2:16][N:15]([C:18]([O:20][C:21]([CH3:24])([CH3:23])[CH3:22])=[O:19])[CH2:14][CH2:13]1)[CH2:9][O:8][Si:1]([C:4]([CH3:7])([CH3:6])[CH3:5])([CH3:3])[CH3:2])=[N+:28]=[N-:29]. The catalyst class is: 31. (7) The catalyst class is: 420. Reactant: Cl[C:2]1[C:11]2[C:6](=[CH:7][C:8]([O:14][CH3:15])=[C:9]([O:12][CH3:13])[CH:10]=2)[N:5]=[CH:4][CH:3]=1.[CH3:16][C:17]([C:19]1[CH:24]=[C:23]([O:25][CH3:26])[CH:22]=[CH:21][C:20]=1[OH:27])=[O:18]. Product: [CH3:13][O:12][C:9]1[CH:10]=[C:11]2[C:6](=[CH:7][C:8]=1[O:14][CH3:15])[N:5]=[CH:4][CH:3]=[C:2]2[O:27][C:20]1[CH:21]=[CH:22][C:23]([O:25][CH3:26])=[CH:24][C:19]=1[C:17](=[O:18])[CH3:16]. (8) Reactant: [N:1]([CH:4]([C:6]1[CH:7]=[CH:8][C:9]2[S:13][C:12]([CH3:14])=[N:11][C:10]=2[C:15]=1[C:16]1[CH:21]=[CH:20][CH:19]=[C:18]([F:22])[CH:17]=1)[CH3:5])=[N+]=[N-].CP(C)C.CCOC(C)=O. Product: [F:22][C:18]1[CH:17]=[C:16]([C:15]2[C:10]3[N:11]=[C:12]([CH3:14])[S:13][C:9]=3[CH:8]=[CH:7][C:6]=2[CH:4]([NH2:1])[CH3:5])[CH:21]=[CH:20][CH:19]=1. The catalyst class is: 30. (9) Reactant: [NH:1]([C:17]([O:19][C:20]([CH3:23])([CH3:22])[CH3:21])=[O:18])[C@H:2]([C:14]([OH:16])=O)[CH2:3][C:4](=[O:13])[O:5][CH2:6][C:7]1[CH:12]=[CH:11][CH:10]=[CH:9][CH:8]=1.[CH:24]1[CH:25]=[CH:26][C:27]2N(O)N=N[C:28]=2[CH:29]=1.[CH2:34]1[CH2:39]CC(N=C=NC2CCCCC2)C[CH2:35]1.Cl.C[N:51]1[CH2:56][CH2:55][O:54][CH2:53]C1.C1C[O:60]CC1. Product: [NH:1]([C:17]([O:19][C:20]([CH3:23])([CH3:22])[CH3:21])=[O:18])[C@H:2]([C:14]([NH:51][C@H:56]([C:55]([O:54][CH2:53][C:28]1[CH:27]=[CH:26][CH:25]=[CH:24][CH:29]=1)=[O:60])[CH:34]([CH3:39])[CH3:35])=[O:16])[CH2:3][C:4](=[O:13])[O:5][CH2:6][C:7]1[CH:8]=[CH:9][CH:10]=[CH:11][CH:12]=1. The catalyst class is: 254.